From a dataset of Experimentally validated miRNA-target interactions with 360,000+ pairs, plus equal number of negative samples. Binary Classification. Given a miRNA mature sequence and a target amino acid sequence, predict their likelihood of interaction. (1) The miRNA is hsa-miR-3689a-5p with sequence UGUGAUAUCAUGGUUCCUGGGA. The protein sequence of the target gene is MSDFSEELKGPVTDDEEVETSVLSGAGMHFPWLQTYVETVAIGGKRRKDFAQTTSACLSFIQEALLKHQWQQAAEYMYSYFQTLEDSDSYKRQAAPEIIWKLGSEILFYHPKSNMESFNTFANRMKNIGVMNYLKISLQHALYLLHHGMLKDAKRNLSEAETWRHGENTSSREILINLIQAYKGLLQYYTWSEKKMELSKLDKDDYAYNAVAQDVFNHSWKTSANISALIKIPGVWDPFVKSYVEMLEFYGDRDGAQEVLTNYAYDEKFPSNPNAHIYLYNFLKRQKAPRSKLISVLKIL.... Result: 0 (no interaction). (2) The miRNA is hsa-miR-409-3p with sequence GAAUGUUGCUCGGUGAACCCCU. The protein sequence of the target gene is MTGAKRKKKSMLWSKMHTPQCEDIIQWCRRRLPILDWAPHYNLKENLLPDTVSGIMLAVQQVTQGLAFAVLSSVHPVFGLYGSLFPAIIYAIFGMGHHVATGTFALTSLISANAVERIVPQNMQNLTTQSNTSVLGLSDFEMQRIHVAAAVSFLGGVIQVAMFVLQLGSATFVVTEPVISAMTTGAATHVVTSQVKYLLGMKMPYISGPLGFFYIYAYVFENIKSVRLEALLLSLLSIVVLVLVKELNEQFKRKIKVVLPVDLVLIIAASFACYCTNMENTYGLEVVGHIPQGIPSPRAP.... Result: 1 (interaction). (3) The miRNA is hsa-miR-642a-3p with sequence AGACACAUUUGGAGAGGGAACC. The protein sequence of the target gene is MPSRTDPKMDRSGGRVRLKAHYGGDILITSVDAMTTFKDLCEEVRDMCGLHQQHPLTLKWVDSEGDPCTVSSQMELEEAFRLVCQGRDEVLIIHVFPSIPEQPGMPCPGEDKSIYRRGARRWRKLYRANGHLFQAKRFNRGAYCGQCSERIWGLSRQGYRCINCKLLVHKRCHVLVPLTCRRHMDSVMPSQEPPVDDKNDGVDLPSEETDGIAYISSSRKHDNIKDDSEDLKPVIDGVDGIKISQGLGLQDFDLIRVIGRGSYAKVLLVRLKKNDQIYAMKVVKKELVHDDEDIDWVQTE.... Result: 0 (no interaction). (4) The miRNA is hsa-miR-186-5p with sequence CAAAGAAUUCUCCUUUUGGGCU. The protein sequence of the target gene is MPRCTYQLEQNPGFLPDGPGVHARAHCQDLSGPYGHEFATSESLGGRVGKTRAPQSGARSRMERAGPAGEEGGAREGRLLPRAPGAWVLRACAERAALEVGAASADTGVRGCGARGPAPLLASAGGGRARDGTWGVRTKGSGAALPSRPASRAAPRPEASSPPLPLEKARGGLSGPQGGRARGAMAHVGSRKRSRSRSRSRGRGSEKRKKKSRKDTSRNCSASTSQGRKASTAPGAEASPSPCITERSKQKARRRTRSSSSSSSSSSSSSSSSSSSSSSSSSDGRKKRGKYKDKRRKKKK.... Result: 1 (interaction). (5) The miRNA is hsa-miR-3611 with sequence UUGUGAAGAAAGAAAUUCUUA. The protein sequence of the target gene is MTVFLSFAFFAAILTHIGCSNQRRNPENGGRRYNRIQHGQCAYTFILPEHDGNCRESATEQYNTNALQRDAPHVEPDFSSQKLQHLEHVMENYTQWLQKLENYIVENMKSEMAQIQQNAVQNHTATMLEIGTSLLSQTAEQTRKLTDVETQVLNQTSRLEIQLLENSLSTYKLEKQLLQQTNEILKIHEKNSLLEHKILEMEGKHKEELDTLKEEKENLQGLVSRQTFIIQELEKQLSRATNNNSILQKQQLELMDTVHNLISLCTKEGVLLKGGKREEEKPFRDCADVYQAGFNKSGIY.... Result: 0 (no interaction). (6) The miRNA is hsa-miR-218-5p with sequence UUGUGCUUGAUCUAACCAUGU. The protein sequence of the target gene is MGMRARVPKVAHSTRRPPAARMWLPRFSSKTVTVLLLAQTTCLLLFIISRPGPSSPAGGEDRVHVLVLSSWRSGSSFLGQLFSQHPDVFYLMEPAWHVWTTLSQGSAATLHMAVRDLMRSIFLCDMDVFDAYMPQSRNLSAFFNWATSRALCSPPACSAFPRGTISKQDVCKTLCTRQPFSLAREACRSYSHVVLKEVRFFNLQVLYPLLSDPALNLRIVHLVRDPRAVLRSREAAGPILARDNGIVLGTNGKWVEADPHLRLIREVCRSHVRIAEAATLKPPPFLRGRYRLVRFEDLAR.... Result: 1 (interaction). (7) The miRNA is hsa-miR-6130 with sequence UGAGGGAGUGGAUUGUAUG. The protein sequence of the target gene is MAAVAMTPNPVQTLQEEAVCAICLDYFTDPVSIGCGHNFCRVCVTQLWGGEDEEDRDELDREEEEEDGEEEEVEAVGAGAGWDTPMRDEDYEGDMEEEVEEEEEGVFWTSGMSRSSWDNMDYVWEEEDEEEDLDYYLGDMEEEDLRGEDEEDEEEVLEEVEEEDLDPVTPLPPPPAPRRCFTCPQCRKSFPRRSFRPNLQLANMVQVIRQMHPTPGRGSRVTDQGICPKHQEALKLFCEVDEEAICVVCRESRSHKQHSVVPLEEVVQEYKAKLQGHVEPLRKHLEAVQKMKAKEERRVT.... Result: 0 (no interaction). (8) The miRNA is rno-miR-29c-3p with sequence UAGCACCAUUUGAAAUCGGUUA. The protein sequence of the target gene is MTAGSVCVPQIIPLRVPQPGKANHEIDNNTLLEMKSDTPDVNIYYTLDGSKPEFLKRIGYGENNTFKYIKPITLPDGKIQVKAIAVSKDCRQSGIVTKVFHVDYEPPNIVSPEDNVENVLKDSSRQEFKNGFVGSKLKKKYKNSENQRSWNVNLRKFPESPLEIPAYGGGSGSRPPTRQSQSPGFAHVSGQKCLTSTEIMRIQRETDFLKCAHCLAPRPSDPFARFCQECGSPVPPIFGCRLPPPEGAQMGLCAECRSLVPMNTPICVVCEAPLALQLQPQASLHLKEKVICRACGTGNP.... Result: 0 (no interaction).